Dataset: Full USPTO retrosynthesis dataset with 1.9M reactions from patents (1976-2016). Task: Predict the reactants needed to synthesize the given product. (1) The reactants are: [Br:1][C:2]1[CH:7]=[CH:6][C:5](/[CH:8]=[N:9]/[N:10]([CH3:14])[C:11]([NH2:13])=[O:12])=[CH:4][CH:3]=1.BrBr.CCOCC. Given the product [Br:1][C:2]1[CH:3]=[CH:4][C:5]([C:8]2[NH:13][C:11](=[O:12])[N:10]([CH3:14])[N:9]=2)=[CH:6][CH:7]=1, predict the reactants needed to synthesize it. (2) Given the product [OH:25][C:14]1[CH:13]=[CH:12][C:11]([CH:8]([CH3:10])[CH3:9])=[CH:16][C:15]=1[C:17]([C:19]1[CH:20]=[CH:21][CH:22]=[CH:23][CH:24]=1)=[O:18], predict the reactants needed to synthesize it. The reactants are: Cl.N1C=CC=CC=1.[CH:8]([C:11]1[CH:12]=[CH:13][C:14]([O:25]C)=[C:15]([C:17]([C:19]2[CH:24]=[CH:23][CH:22]=[CH:21][CH:20]=2)=[O:18])[CH:16]=1)([CH3:10])[CH3:9].Cl. (3) Given the product [CH:1]1([C:4]2[CH:5]=[C:6]([C:10]3[N:15]=[CH:14][C:13]4[CH:16]=[N:17][N:18]([C:19]5[CH:24]=[CH:23][CH:22]=[C:21]([N:26]6[CH2:27][CH2:28][NH:29][CH2:31][CH2:32]6)[N:20]=5)[C:12]=4[CH:11]=3)[CH:7]=[N:8][CH:9]=2)[CH2:3][CH2:2]1, predict the reactants needed to synthesize it. The reactants are: [CH:1]1([C:4]2[CH:5]=[C:6]([C:10]3[N:15]=[CH:14][C:13]4[CH:16]=[N:17][N:18]([C:19]5[CH:24]=[CH:23][CH:22]=[C:21](F)[N:20]=5)[C:12]=4[CH:11]=3)[CH:7]=[N:8][CH:9]=2)[CH2:3][CH2:2]1.[NH:26]1[CH2:32][CH2:31]C[NH:29][CH2:28][CH2:27]1. (4) Given the product [O:54]1[CH2:52][CH2:51][CH2:50][CH:49]1[CH2:48][NH:47][C:33]([CH:31]1[CH2:30][N:29]([C:26]2[CH:27]=[CH:28][C:23]([NH:22][C:20]([N:12]3[CH2:11][C:19]4[CH:18]=[CH:17][N:16]=[CH:15][C:14]=4[CH2:13]3)=[O:21])=[CH:24][CH:25]=2)[CH2:32]1)=[O:34], predict the reactants needed to synthesize it. The reactants are: C1(CCCN)C=CC=CC=1.[CH2:11]1[C:19]2[CH:18]=[CH:17][N:16]=[CH:15][C:14]=2[CH2:13][N:12]1[C:20]([NH:22][C:23]1[CH:28]=[CH:27][C:26]([N:29]2[CH2:32][CH:31]([C:33](O)=[O:34])[CH2:30]2)=[CH:25][CH:24]=1)=[O:21].C1C2C(=CC=CC=2)CN1C([NH:47][C:48]1C=C[C:51]([C:52]([OH:54])=O)=[CH:50][CH:49]=1)=O. (5) Given the product [CH3:30][O:1][C:2]1[CH:3]=[C:4]([C:8]2[C:17]3[C:12](=[C:13]([C:18]([F:21])([F:19])[F:20])[CH:14]=[CH:15][CH:16]=3)[N:11]=[CH:10][C:9]=2[C:22]([C:24]2[CH:25]=[CH:26][CH:27]=[CH:28][CH:29]=2)=[O:23])[CH:5]=[CH:6][CH:7]=1, predict the reactants needed to synthesize it. The reactants are: [OH:1][C:2]1[CH:3]=[C:4]([C:8]2[C:17]3[C:12](=[C:13]([C:18]([F:21])([F:20])[F:19])[CH:14]=[CH:15][CH:16]=3)[N:11]=[CH:10][C:9]=2[C:22]([C:24]2[CH:29]=[CH:28][CH:27]=[CH:26][CH:25]=2)=[O:23])[CH:5]=[CH:6][CH:7]=1.[C:30]([O-])([O-])=O.[K+].[K+]. (6) Given the product [C:1]([O:5][C:6](=[O:32])[NH:7][CH2:8][CH2:9][CH2:10][CH2:11][C:12]1[CH:13]=[CH:14][C:15]([O:18][CH2:19][CH2:20][NH2:21])=[CH:16][CH:17]=1)([CH3:4])([CH3:2])[CH3:3], predict the reactants needed to synthesize it. The reactants are: [C:1]([O:5][C:6](=[O:32])[NH:7][CH2:8][CH2:9][CH2:10][CH2:11][C:12]1[CH:17]=[CH:16][C:15]([O:18][CH2:19][CH2:20][NH:21]C(OCC2C=CC=CC=2)=O)=[CH:14][CH:13]=1)([CH3:4])([CH3:3])[CH3:2].[H][H].C(Cl)Cl.C1COCC1.